The task is: Predict the product of the given reaction.. This data is from Forward reaction prediction with 1.9M reactions from USPTO patents (1976-2016). (1) Given the reactants [Br:1][CH2:2][CH2:3][CH2:4][CH2:5][C:6]1[CH:11]=[CH:10][C:9]([CH2:12][CH2:13][CH2:14][CH3:15])=[CH:8][CH:7]=1.[N:16]1[CH:21]=[CH:20][C:19]([CH3:22])=[CH:18][C:17]=1[CH3:23], predict the reaction product. The product is: [Br-:1].[CH2:12]([C:9]1[CH:10]=[CH:11][C:6]([CH2:5][CH2:4][CH2:3][CH2:2][N+:16]2[CH:21]=[CH:20][C:19]([CH3:22])=[CH:18][C:17]=2[CH3:23])=[CH:7][CH:8]=1)[CH2:13][CH2:14][CH3:15]. (2) Given the reactants [Si:1]([O:8][C@@H:9]1[C@@:13]2([CH2:23][O:22][P:21]([O:25][CH3:26])(=[O:24])[O:20][C@H:19]3[C@@H:27]([O:38][CH3:39])[C@H:28]([N:30]4[CH:35]=[CH:34][C:33](=[O:36])[NH:32][C:31]4=[O:37])[O:29][C@@H:18]3[CH:17]([O:40][C:41]([C:54]3[CH:59]=[CH:58][C:57]([O:60][CH3:61])=[CH:56][CH:55]=3)([C:48]3[CH:53]=[CH:52][CH:51]=[CH:50][CH:49]=3)[C:42]3[CH:47]=[CH:46][CH:45]=[CH:44][CH:43]=3)[CH:16]=[CH:15][CH2:14]2)[O:12][C@@H:11]([N:62]2[CH:67]=[CH:66][C:65](=[O:68])[NH:64][C:63]2=[O:69])[C@@H:10]1[O:70][CH3:71])([C:4]([CH3:7])([CH3:6])[CH3:5])([CH3:3])[CH3:2].[H][H], predict the reaction product. The product is: [Si:1]([O:8][C@@H:9]1[C@@:13]2([CH2:23][O:22][P:21]([O:25][CH3:26])(=[O:24])[O:20][C@H:19]3[C@@H:27]([O:38][CH3:39])[C@H:28]([N:30]4[CH:35]=[CH:34][C:33](=[O:36])[NH:32][C:31]4=[O:37])[O:29][C@@H:18]3[C@@H:17]([O:40][C:41]([C:54]3[CH:59]=[CH:58][C:57]([O:60][CH3:61])=[CH:56][CH:55]=3)([C:42]3[CH:43]=[CH:44][CH:45]=[CH:46][CH:47]=3)[C:48]3[CH:53]=[CH:52][CH:51]=[CH:50][CH:49]=3)[CH2:16][CH2:15][CH2:14]2)[O:12][C@@H:11]([N:62]2[CH:67]=[CH:66][C:65](=[O:68])[NH:64][C:63]2=[O:69])[C@@H:10]1[O:70][CH3:71])([C:4]([CH3:7])([CH3:6])[CH3:5])([CH3:2])[CH3:3]. (3) Given the reactants [O:1]([C:8]1[N:17]=[CH:16][CH:15]=[CH:14][C:9]=1[C:10]([NH:12][NH2:13])=[O:11])[C:2]1[CH:7]=[CH:6][CH:5]=[CH:4][CH:3]=1.[F:18][C:19]([F:30])([F:29])[C:20]1[CH:21]=[C:22]([CH:26]=[CH:27][CH:28]=1)[C:23](Cl)=[O:24], predict the reaction product. The product is: [O:1]([C:8]1[C:9]([C:10]([NH:12][NH:13][C:23](=[O:24])[C:22]2[CH:26]=[CH:27][CH:28]=[C:20]([C:19]([F:18])([F:29])[F:30])[CH:21]=2)=[O:11])=[CH:14][CH:15]=[CH:16][N:17]=1)[C:2]1[CH:3]=[CH:4][CH:5]=[CH:6][CH:7]=1. (4) Given the reactants Br[C:2]1[S:3][CH:4]=[CH:5][CH:6]=1.C([Li])(C)(C)C.[CH2:12]([C@@H:14]1[O:16][CH2:15]1)[Cl:13], predict the reaction product. The product is: [Cl:13][CH2:12][C@H:14]([OH:16])[CH2:15][C:2]1[S:3][CH:4]=[CH:5][CH:6]=1. (5) Given the reactants Br[C:2]1[CH:3]=[C:4]2[C:9](=[CH:10][C:11]=1[O:12][CH3:13])[N:8]=[C:7]([C:14]1[CH:19]=[CH:18][C:17]([CH2:20][C:21]([NH:23][C:24]3[CH:28]=[C:27]([C:29]4([C:32]([F:35])([F:34])[F:33])[CH2:31][CH2:30]4)[O:26][N:25]=3)=[O:22])=[C:16]([F:36])[CH:15]=1)[CH:6]=[N:5]2.[F-].[Cs+].[CH2:39](B1OC(C)(C)C(C)(C)O1)[CH:40]=[CH2:41], predict the reaction product. The product is: [CH2:41]([C:2]1[CH:3]=[C:4]2[C:9](=[CH:10][C:11]=1[O:12][CH3:13])[N:8]=[C:7]([C:14]1[CH:19]=[CH:18][C:17]([CH2:20][C:21]([NH:23][C:24]3[CH:28]=[C:27]([C:29]4([C:32]([F:34])([F:35])[F:33])[CH2:30][CH2:31]4)[O:26][N:25]=3)=[O:22])=[C:16]([F:36])[CH:15]=1)[CH:6]=[N:5]2)[CH:40]=[CH2:39]. (6) Given the reactants [C:1]1([C:30]2[CH:35]=[CH:34][CH:33]=[CH:32][CH:31]=2)[CH:6]=[CH:5][C:4]([CH2:7][N:8]2[C:12]3[CH:13]=[C:14]([F:19])[C:15](I)=[C:16]([F:17])[C:11]=3[N:10]=[C:9]2[O:20][CH:21]2[CH2:24][CH:23]([C:25]([O:27][CH2:28][CH3:29])=[O:26])[CH2:22]2)=[CH:3][CH:2]=1.B(O)(O)[C:37]1[CH:38]=[CH:39][C:40]([C:43]2[CH:44]=[CH:45][CH:46]=[CH:47][CH:48]=2)=[CH:41][CH:42]=1.C([O-])([O-])=O.[K+].[K+], predict the reaction product. The product is: [C:40]1([C:43]2[CH:48]=[CH:47][CH:46]=[CH:45][CH:44]=2)[CH:41]=[CH:42][C:37]([C:15]2[C:14]([F:19])=[CH:13][C:12]3[N:8]([CH2:7][C:4]4[CH:5]=[CH:6][C:1]([C:30]5[CH:31]=[CH:32][CH:33]=[CH:34][CH:35]=5)=[CH:2][CH:3]=4)[C:9]([O:20][CH:21]4[CH2:22][CH:23]([C:25]([O:27][CH2:28][CH3:29])=[O:26])[CH2:24]4)=[N:10][C:11]=3[C:16]=2[F:17])=[CH:38][CH:39]=1.